Dataset: Catalyst prediction with 721,799 reactions and 888 catalyst types from USPTO. Task: Predict which catalyst facilitates the given reaction. Reactant: C(O[C:4]1[CH:9]=[CH:8][N:7]=[CH:6][C:5]=1[N+:10]([O-:12])=[O:11])C.[CH2:13]([NH2:15])[CH3:14]. Product: [CH2:13]([NH:15][C:4]1[CH:9]=[CH:8][N:7]=[CH:6][C:5]=1[N+:10]([O-:12])=[O:11])[CH3:14]. The catalyst class is: 14.